Dataset: Full USPTO retrosynthesis dataset with 1.9M reactions from patents (1976-2016). Task: Predict the reactants needed to synthesize the given product. (1) Given the product [NH2:5][C:4]1[CH:3]=[C:2]([F:1])[C:8]([C:23]2([OH:26])[CH2:24][CH2:25][S:20][CH2:21][CH2:22]2)=[C:7]([F:9])[CH:6]=1, predict the reactants needed to synthesize it. The reactants are: [F:1][C:2]1[CH:3]=[C:4]([CH:6]=[C:7]([F:9])[CH:8]=1)[NH2:5].[Li]CCCC.Cl[Si](C)(C)C.[S:20]1[CH2:25][CH2:24][C:23](=[O:26])[CH2:22][CH2:21]1.Cl. (2) Given the product [Cl:1][C:2]1[NH:3][C:4](=[O:22])[C:5]2[N:6]([CH2:11][C:12]3[CH:17]=[CH:16][C:15]([O:18][CH3:19])=[CH:14][CH:13]=3)[CH:7]=[N:8][C:9]=2[N:10]=1, predict the reactants needed to synthesize it. The reactants are: [Cl:1][C:2]1[NH:3][CH:4](Cl)[C:5]2[N:6]([CH2:11][C:12]3[CH:17]=[CH:16][C:15]([O:18][CH3:19])=[CH:14][CH:13]=3)[CH:7]=[N:8][C:9]=2[N:10]=1.Cl.[OH-:22].[Na+].